From a dataset of Peptide-MHC class II binding affinity with 134,281 pairs from IEDB. Regression. Given a peptide amino acid sequence and an MHC pseudo amino acid sequence, predict their binding affinity value. This is MHC class II binding data. The peptide sequence is TLLYPLFNLWGPAFHER. The MHC is DRB1_0301 with pseudo-sequence DRB1_0301. The binding affinity (normalized) is 0.